From a dataset of Full USPTO retrosynthesis dataset with 1.9M reactions from patents (1976-2016). Predict the reactants needed to synthesize the given product. (1) The reactants are: C[O:2][C:3]([C:5]1[CH:9]=[CH:8][N:7]([CH2:10][C:11]2[CH:16]=[CH:15][CH:14]=[CH:13][CH:12]=2)[C:6]=1[CH:17]([CH3:19])[CH3:18])=[O:4].[OH-].[Na+].Cl. Given the product [CH2:10]([N:7]1[CH:8]=[CH:9][C:5]([C:3]([OH:4])=[O:2])=[C:6]1[CH:17]([CH3:19])[CH3:18])[C:11]1[CH:12]=[CH:13][CH:14]=[CH:15][CH:16]=1, predict the reactants needed to synthesize it. (2) Given the product [CH3:14][O:15][C:16]([C:18]1[C:19]2[CH2:20][CH2:21][N:22]([C:11]([C:9]3[CH:10]=[C:5]4[N:4]=[CH:3][C:2]([Br:1])=[CH:7][N:6]4[N:8]=3)=[O:13])[CH:23]([CH3:28])[C:24]=2[CH:25]=[CH:26][CH:27]=1)=[O:17], predict the reactants needed to synthesize it. The reactants are: [Br:1][C:2]1[CH:3]=[N:4][C:5]2[N:6]([N:8]=[C:9]([C:11]([OH:13])=O)[CH:10]=2)[CH:7]=1.[CH3:14][O:15][C:16]([C:18]1[C:19]2[CH2:20][CH2:21][NH:22][CH:23]([CH3:28])[C:24]=2[CH:25]=[CH:26][CH:27]=1)=[O:17]. (3) Given the product [NH2:8][C:9]1([C:12]([NH:14][C@@H:15]([C:17]2[CH:22]=[CH:21][C:20]([C:23]3[C:24]([C:30]([OH:32])=[O:31])=[C:25]([F:29])[CH:26]=[CH:27][CH:28]=3)=[CH:19][CH:18]=2)[CH3:16])=[O:13])[CH2:10][CH2:11]1, predict the reactants needed to synthesize it. The reactants are: C(OC([NH:8][C:9]1([C:12]([NH:14][C@@H:15]([C:17]2[CH:22]=[CH:21][C:20]([C:23]3[C:24]([C:30]([O:32]C)=[O:31])=[C:25]([F:29])[CH:26]=[CH:27][CH:28]=3)=[CH:19][CH:18]=2)[CH3:16])=[O:13])[CH2:11][CH2:10]1)=O)(C)(C)C. (4) Given the product [F:1][C:2]([F:7])([F:6])[C:3]([OH:5])=[O:4].[C:21]([N:24]1[CH2:29][CH2:28][CH:27]([C:30]([N:32]([C:37]2[CH:42]=[CH:41][CH:40]=[C:39]([Cl:43])[CH:38]=2)[CH2:33][CH2:34][CH2:35][N:18]2[CH2:19][CH2:20][CH:15]([S:14][C:12]3[S:13][C:9]([CH3:8])=[N:10][N:11]=3)[CH2:16][CH2:17]2)=[O:31])[CH2:26][CH2:25]1)(=[O:23])[CH3:22], predict the reactants needed to synthesize it. The reactants are: [F:1][C:2]([F:7])([F:6])[C:3]([OH:5])=[O:4].[CH3:8][C:9]1[S:13][C:12]([S:14][CH:15]2[CH2:20][CH2:19][NH:18][CH2:17][CH2:16]2)=[N:11][N:10]=1.[C:21]([N:24]1[CH2:29][CH2:28][CH:27]([C:30]([N:32]([C:37]2[CH:42]=[CH:41][CH:40]=[C:39]([Cl:43])[CH:38]=2)[CH2:33][CH2:34][CH2:35]Cl)=[O:31])[CH2:26][CH2:25]1)(=[O:23])[CH3:22].C(=O)([O-])[O-].[K+].[K+].[I-].[K+].[Cl-].[Na+]. (5) Given the product [NH2:1][C:2]1[CH:3]=[CH:4][C:5]([S:12](=[O:24])(=[O:25])[NH:13][C:14]2[CH:15]=[CH:16][C:17]3[CH2:21][O:20][B:19]([OH:22])[C:18]=3[CH:23]=2)=[C:6]([CH2:8][C:9]([NH:30][CH2:26][CH2:27][CH2:28][CH3:29])=[O:10])[CH:7]=1, predict the reactants needed to synthesize it. The reactants are: [NH2:1][C:2]1[CH:3]=[CH:4][C:5]([S:12](=[O:25])(=[O:24])[NH:13][C:14]2[CH:15]=[CH:16][C:17]3[CH2:21][O:20][B:19]([OH:22])[C:18]=3[CH:23]=2)=[C:6]([CH2:8][C:9](O)=[O:10])[CH:7]=1.[CH2:26]([NH2:30])[CH2:27][CH2:28][CH3:29].C1CN([P+](ON2N=NC3C=CC=CC2=3)(N2CCCC2)N2CCCC2)CC1.F[P-](F)(F)(F)(F)F.